From a dataset of NCI-60 drug combinations with 297,098 pairs across 59 cell lines. Regression. Given two drug SMILES strings and cell line genomic features, predict the synergy score measuring deviation from expected non-interaction effect. (1) Drug 1: CN(C)C1=NC(=NC(=N1)N(C)C)N(C)C. Drug 2: CC1=C(C(=O)C2=C(C1=O)N3CC4C(C3(C2COC(=O)N)OC)N4)N. Cell line: UACC-257. Synergy scores: CSS=-1.95, Synergy_ZIP=-1.56, Synergy_Bliss=-2.13, Synergy_Loewe=-16.8, Synergy_HSA=-6.84. (2) Drug 1: C1=NC(=NC(=O)N1C2C(C(C(O2)CO)O)O)N. Drug 2: CC12CCC3C(C1CCC2O)C(CC4=C3C=CC(=C4)O)CCCCCCCCCS(=O)CCCC(C(F)(F)F)(F)F. Cell line: UACC62. Synergy scores: CSS=2.63, Synergy_ZIP=-0.900, Synergy_Bliss=2.43, Synergy_Loewe=1.06, Synergy_HSA=1.49. (3) Drug 1: CC1CCC2CC(C(=CC=CC=CC(CC(C(=O)C(C(C(=CC(C(=O)CC(OC(=O)C3CCCCN3C(=O)C(=O)C1(O2)O)C(C)CC4CCC(C(C4)OC)OCCO)C)C)O)OC)C)C)C)OC. Drug 2: COCCOC1=C(C=C2C(=C1)C(=NC=N2)NC3=CC=CC(=C3)C#C)OCCOC.Cl. Cell line: TK-10. Synergy scores: CSS=37.1, Synergy_ZIP=5.50, Synergy_Bliss=9.08, Synergy_Loewe=10.6, Synergy_HSA=11.3. (4) Drug 1: CC1OCC2C(O1)C(C(C(O2)OC3C4COC(=O)C4C(C5=CC6=C(C=C35)OCO6)C7=CC(=C(C(=C7)OC)O)OC)O)O. Drug 2: C(=O)(N)NO. Cell line: SR. Synergy scores: CSS=70.8, Synergy_ZIP=3.59, Synergy_Bliss=3.04, Synergy_Loewe=-7.30, Synergy_HSA=4.22. (5) Drug 1: CC1=C(C=C(C=C1)NC2=NC=CC(=N2)N(C)C3=CC4=NN(C(=C4C=C3)C)C)S(=O)(=O)N.Cl. Drug 2: CCCCCOC(=O)NC1=NC(=O)N(C=C1F)C2C(C(C(O2)C)O)O. Cell line: NCI-H460. Synergy scores: CSS=14.6, Synergy_ZIP=7.78, Synergy_Bliss=12.6, Synergy_Loewe=9.77, Synergy_HSA=9.53. (6) Drug 1: CC12CCC(CC1=CCC3C2CCC4(C3CC=C4C5=CN=CC=C5)C)O. Drug 2: CCCS(=O)(=O)NC1=C(C(=C(C=C1)F)C(=O)C2=CNC3=C2C=C(C=N3)C4=CC=C(C=C4)Cl)F. Cell line: SNB-75. Synergy scores: CSS=0.452, Synergy_ZIP=0.588, Synergy_Bliss=0.895, Synergy_Loewe=-0.947, Synergy_HSA=-0.507. (7) Drug 1: CC(C)(C#N)C1=CC(=CC(=C1)CN2C=NC=N2)C(C)(C)C#N. Synergy scores: CSS=-1.55, Synergy_ZIP=-0.283, Synergy_Bliss=-3.83, Synergy_Loewe=-11.0, Synergy_HSA=-6.97. Drug 2: CCCCCOC(=O)NC1=NC(=O)N(C=C1F)C2C(C(C(O2)C)O)O. Cell line: NCI-H322M. (8) Cell line: HS 578T. Synergy scores: CSS=25.8, Synergy_ZIP=-3.54, Synergy_Bliss=-4.34, Synergy_Loewe=-7.14, Synergy_HSA=-2.08. Drug 1: C1=CC(=C2C(=C1NCCNCCO)C(=O)C3=C(C=CC(=C3C2=O)O)O)NCCNCCO. Drug 2: CCC1(C2=C(COC1=O)C(=O)N3CC4=CC5=C(C=CC(=C5CN(C)C)O)N=C4C3=C2)O.Cl.